From a dataset of Full USPTO retrosynthesis dataset with 1.9M reactions from patents (1976-2016). Predict the reactants needed to synthesize the given product. (1) Given the product [O:13]=[C:6]1[N:7]2[C:12]([CH:11]=[CH:10][CH:9]=[CH:8]2)=[C:3]([CH2:1][N:31]2[CH2:32][CH2:33][CH:28]([C:25]3[CH:26]=[CH:27][C:22]([C:21]([F:20])([F:34])[F:35])=[CH:23][CH:24]=3)[CH2:29][CH2:30]2)[CH:4]=[C:5]1[C:14]([O:16][CH2:17][CH3:18])=[O:15], predict the reactants needed to synthesize it. The reactants are: [CH:1]([C:3]1[CH:4]=[C:5]([C:14]([O:16][CH2:17][CH3:18])=[O:15])[C:6](=[O:13])[N:7]2[C:12]=1[CH:11]=[CH:10][CH:9]=[CH:8]2)=O.[Cl-].[F:20][C:21]([F:35])([F:34])[C:22]1[CH:27]=[CH:26][C:25]([CH:28]2[CH2:33][CH2:32][NH2+:31][CH2:30][CH2:29]2)=[CH:24][CH:23]=1.C(N(CC)CC)C.C(O)(=O)C.C([BH3-])#N. (2) Given the product [CH2:34]([O:33][C:31]([N:28]1[CH2:29][CH2:30][CH:25]([C@H:23]2[CH2:24][C@@H:22]2[CH2:21][O:20][CH2:19][C:18]2[CH:41]=[CH:42][C:15]([CH2:14][C:13]([OH:44])=[O:12])=[CH:16][C:17]=2[F:43])[CH2:26][CH2:27]1)=[O:32])[C:35]1[CH:36]=[CH:37][CH:38]=[CH:39][CH:40]=1, predict the reactants needed to synthesize it. The reactants are: Cl.O1CCOCC1.C([O:12][C:13](=[O:44])[CH2:14][C:15]1[CH:42]=[CH:41][C:18]([CH2:19][O:20][CH2:21][C@H:22]2[CH2:24][C@@H:23]2[CH:25]2[CH2:30][CH2:29][N:28]([C:31]([O:33][CH2:34][C:35]3[CH:40]=[CH:39][CH:38]=[CH:37][CH:36]=3)=[O:32])[CH2:27][CH2:26]2)=[C:17]([F:43])[CH:16]=1)(C)(C)C. (3) Given the product [CH3:1][S:2]([C:5]1[N:10]=[CH:9][C:8]([O:11][C:12]2[CH:18]=[CH:17][C:15]([NH:16][N:26]=[C:31]([CH3:30])[C:32]([O:34][CH2:35][CH3:36])=[O:33])=[C:14]([O:19][CH:20]3[CH2:25][CH2:24][O:23][CH2:22][CH2:21]3)[CH:13]=2)=[CH:7][CH:6]=1)(=[O:3])=[O:4], predict the reactants needed to synthesize it. The reactants are: [CH3:1][S:2]([C:5]1[N:10]=[CH:9][C:8]([O:11][C:12]2[CH:18]=[CH:17][C:15]([NH2:16])=[C:14]([O:19][CH:20]3[CH2:25][CH2:24][O:23][CH2:22][CH2:21]3)[CH:13]=2)=[CH:7][CH:6]=1)(=[O:4])=[O:3].[N:26]([O-])=O.[Na+].[CH3:30][CH:31](C(C)=O)[C:32]([O:34][CH2:35][CH3:36])=[O:33].[OH-].[K+]. (4) The reactants are: Br[C:2]1[CH:7]=[CH:6][C:5]([N:8]2[C:12]([CH2:13][C@@H:14]3[CH2:18][CH2:17][N:16]([C:19]([CH:21]4[CH2:23][CH2:22]4)=[O:20])[CH2:15]3)=[N:11][NH:10][C:9]2=[O:24])=[C:4]([CH3:25])[CH:3]=1.[NH:26]1[C:34]2[C:29](=[CH:30][CH:31]=[C:32](B(O)O)[CH:33]=2)[CH:28]=[CH:27]1.C([O-])([O-])=O.[K+].[K+].O1CCOCC1. Given the product [CH:21]1([C:19]([N:16]2[CH2:17][CH2:18][C@@H:14]([CH2:13][C:12]3[N:8]([C:5]4[CH:6]=[CH:7][C:2]([C:32]5[CH:33]=[C:34]6[C:29]([CH:28]=[CH:27][NH:26]6)=[CH:30][CH:31]=5)=[CH:3][C:4]=4[CH3:25])[C:9](=[O:24])[NH:10][N:11]=3)[CH2:15]2)=[O:20])[CH2:23][CH2:22]1, predict the reactants needed to synthesize it. (5) Given the product [CH2:1]([O:3][CH2:4][C:5]1[N:6]([CH2:18][C:19]2([O:32][CH2:36][CH2:35][S:37]([CH3:40])(=[O:39])=[O:38])[CH2:24][CH2:23][N:22]([C:25]([O:27][C:28]([CH3:31])([CH3:30])[CH3:29])=[O:26])[CH2:21][CH2:20]2)[C:7]2[C:16]3[CH:15]=[CH:14][CH:13]=[CH:12][C:11]=3[N:10]=[CH:9][C:8]=2[N:17]=1)[CH3:2], predict the reactants needed to synthesize it. The reactants are: [CH2:1]([O:3][CH2:4][C:5]1[N:6]([CH2:18][C:19]2([OH:32])[CH2:24][CH2:23][N:22]([C:25]([O:27][C:28]([CH3:31])([CH3:30])[CH3:29])=[O:26])[CH2:21][CH2:20]2)[C:7]2[C:16]3[CH:15]=[CH:14][CH:13]=[CH:12][C:11]=3[N:10]=[CH:9][C:8]=2[N:17]=1)[CH3:2].[H-].[Na+].[CH:35]([S:37]([CH3:40])(=[O:39])=[O:38])=[CH2:36]. (6) The reactants are: [F:1][C:2]1[CH:7]=[CH:6][CH:5]=[CH:4][C:3]=1[CH2:8][C:9]#[N:10].[CH3:11][C:12]([O:15][C:16](O[C:16]([O:15][C:12]([CH3:14])([CH3:13])[CH3:11])=[O:17])=[O:17])([CH3:14])[CH3:13].[Li+].CC([N-]C(C)C)C. Given the product [C:12]([O:15][C:16](=[O:17])[CH:8]([C:9]#[N:10])[C:3]1[CH:4]=[CH:5][CH:6]=[CH:7][C:2]=1[F:1])([CH3:14])([CH3:13])[CH3:11], predict the reactants needed to synthesize it. (7) Given the product [Cl:12][CH2:2][C:3]1[CH:4]=[N+:5]([O-:9])[CH:6]=[CH:7][CH:8]=1, predict the reactants needed to synthesize it. The reactants are: O[CH2:2][C:3]1[CH:4]=[N+:5]([O-:9])[CH:6]=[CH:7][CH:8]=1.S(Cl)([Cl:12])=O.